From a dataset of Full USPTO retrosynthesis dataset with 1.9M reactions from patents (1976-2016). Predict the reactants needed to synthesize the given product. (1) Given the product [C:31]([O:30][C:28]([NH:1][CH:2]([C:7]1[CH:12]=[CH:11][CH:10]=[C:9]([N+:13]([O-:15])=[O:14])[CH:8]=1)[C:3]([O:5][CH3:6])=[O:4])=[O:29])([CH3:34])([CH3:33])[CH3:32], predict the reactants needed to synthesize it. The reactants are: [NH2:1][CH:2]([C:7]1[CH:12]=[CH:11][CH:10]=[C:9]([N+:13]([O-:15])=[O:14])[CH:8]=1)[C:3]([O:5][CH3:6])=[O:4].C(=O)(O)[O-].[Na+].C(N(CC)CC)C.[C:28](O[C:28]([O:30][C:31]([CH3:34])([CH3:33])[CH3:32])=[O:29])([O:30][C:31]([CH3:34])([CH3:33])[CH3:32])=[O:29].[Cl-].[NH4+]. (2) Given the product [CH3:27][C:24]1[CH:25]=[CH:26][C:21]([C:20]2[O:19][N:18]=[CH:17][C:16]=2[CH2:3][CH2:2][C:1]([OH:9])=[O:8])=[CH:22][CH:23]=1, predict the reactants needed to synthesize it. The reactants are: [C:1]([O:9]CC)(=[O:8])[CH2:2][C:3](OCC)=O.[H-].[Na+].ClC[C:16]1[CH:17]=[N:18][O:19][C:20]=1[C:21]1[CH:26]=[CH:25][C:24]([CH3:27])=[CH:23][CH:22]=1.Cl. (3) Given the product [CH:34]([C:37]1[CH:43]=[CH:42][C:40]([NH:41][C:10]([CH:9]([NH:8][C:6](=[O:7])[O:5][C:1]([CH3:2])([CH3:3])[CH3:4])[C:13]2[CH:18]=[CH:17][CH:16]=[CH:15][CH:14]=2)=[O:12])=[CH:39][CH:38]=1)([CH3:36])[CH3:35], predict the reactants needed to synthesize it. The reactants are: [C:1]([O:5][C:6]([NH:8][CH:9]([C:13]1[CH:18]=[CH:17][CH:16]=[CH:15][CH:14]=1)[C:10]([OH:12])=O)=[O:7])([CH3:4])([CH3:3])[CH3:2].CN1CCOCC1.ClC(OCC(C)C)=O.[CH:34]([C:37]1[CH:43]=[CH:42][C:40]([NH2:41])=[CH:39][CH:38]=1)([CH3:36])[CH3:35]. (4) Given the product [CH2:3]([O:5][C:6](=[O:17])[CH2:7][CH2:8][CH2:9][N:10]1[C:14](=[O:15])[C:13]2[N:12]([C:32](=[O:33])[C:27]3[CH:26]=[C:25]([C:22]4[CH:23]=[CH:24][C:19]([Cl:18])=[CH:20][CH:21]=4)[O:29][C:28]=3[CH:30]=2)[C:11]1=[S:16])[CH3:4], predict the reactants needed to synthesize it. The reactants are: [H-].[Na+].[CH2:3]([O:5][C:6](=[O:17])[CH2:7][CH2:8][CH2:9][N:10]1[C:14](=[O:15])[CH2:13][NH:12][C:11]1=[S:16])[CH3:4].[Cl:18][C:19]1[CH:24]=[CH:23][C:22]([C:25]2[O:29][C:28]([CH:30]=O)=[C:27]([C:32](OCC)=[O:33])[CH:26]=2)=[CH:21][CH:20]=1.C(OCC)(=O)C. (5) Given the product [Br:1][C:2]1[CH:3]=[C:4]([CH:5]=[CH:6][CH:7]=1)[CH2:8][CH2:9][O:10][Si:16]([C:19]([CH3:22])([CH3:21])[CH3:20])([CH3:18])[CH3:17], predict the reactants needed to synthesize it. The reactants are: [Br:1][C:2]1[CH:3]=[C:4]([CH2:8][CH2:9][OH:10])[CH:5]=[CH:6][CH:7]=1.N1C=CN=C1.[Si:16](Cl)([C:19]([CH3:22])([CH3:21])[CH3:20])([CH3:18])[CH3:17]. (6) Given the product [Cl:13][C:14]1[CH:19]=[C:18]([N+:20]([O-:22])=[O:21])[CH:17]=[CH:16][C:15]=1[O:10][C:8]1[CH:9]=[C:4]([F:3])[CH:5]=[CH:6][C:7]=1[O:11][CH3:12], predict the reactants needed to synthesize it. The reactants are: [H-].[Na+].[F:3][C:4]1[CH:5]=[CH:6][C:7]([O:11][CH3:12])=[C:8]([OH:10])[CH:9]=1.[Cl:13][C:14]1[CH:19]=[C:18]([N+:20]([O-:22])=[O:21])[CH:17]=[CH:16][C:15]=1F.